Dataset: Forward reaction prediction with 1.9M reactions from USPTO patents (1976-2016). Task: Predict the product of the given reaction. Given the reactants [CH3:1][C:2]1[CH:7]=[CH:6][C:5]([C:8](=[O:14])[CH2:9][C:10]([O:12][CH3:13])=[O:11])=[CH:4][CH:3]=1.[CH:15]([C:17]([CH3:19])=[O:18])=[CH2:16].[CH3:20]CO, predict the reaction product. The product is: [CH3:1][C:2]1[CH:3]=[CH:4][C:5]([C:8]([CH:9]([CH2:16][CH2:15][C:17](=[O:18])[CH3:19])[C:10]([O:12][CH2:13][CH3:20])=[O:11])=[O:14])=[CH:6][CH:7]=1.